Dataset: Buchwald-Hartwig C-N cross coupling reaction yields with 55,370 reactions. Task: Predict the reaction yield, written as a fraction of the theoretical maximum amount of product (1.0 means a 100% yield; for example, 0.34 means a 34% yield). The yield is 0.132. The product is CCc1ccc(Nc2ccc(C)cc2)cc1. The reactants are CCc1ccc(Br)cc1.Cc1ccc(N)cc1.O=S(=O)(O[Pd]1c2ccccc2-c2ccccc2N~1)C(F)(F)F.CC(C)c1cc(C(C)C)c(-c2ccccc2P(C2CCCCC2)C2CCCCC2)c(C(C)C)c1.CCN=P(N=P(N(C)C)(N(C)C)N(C)C)(N(C)C)N(C)C.c1ccc(-c2cnoc2)cc1. No catalyst specified.